This data is from Forward reaction prediction with 1.9M reactions from USPTO patents (1976-2016). The task is: Predict the product of the given reaction. (1) Given the reactants [F:1][C:2]1[CH:20]=[CH:19][C:5]([O:6][C:7]2[CH:15]=[CH:14][CH:13]=[C:12]3[C:8]=2[CH:9]=[C:10]([C:16]([OH:18])=O)[NH:11]3)=[CH:4][CH:3]=1.Cl.Cl.Cl.[N:24]1([CH2:31][CH2:32][N:33]2[CH2:38][CH2:37][CH:36]([NH2:39])[CH2:35][CH2:34]2)[CH2:30][CH2:29][CH2:28][CH2:27][CH2:26][CH2:25]1, predict the reaction product. The product is: [N:24]1([CH2:31][CH2:32][N:33]2[CH2:34][CH2:35][CH:36]([NH:39][C:16]([C:10]3[NH:11][C:12]4[C:8]([CH:9]=3)=[C:7]([O:6][C:5]3[CH:4]=[CH:3][C:2]([F:1])=[CH:20][CH:19]=3)[CH:15]=[CH:14][CH:13]=4)=[O:18])[CH2:37][CH2:38]2)[CH2:30][CH2:29][CH2:28][CH2:27][CH2:26][CH2:25]1. (2) Given the reactants [F:8][C:7]([F:10])([F:9])[C:6](O[C:6](=[O:11])[C:7]([F:10])([F:9])[F:8])=[O:11].[C:14]([O:18][C:19]([N:21]1[CH2:33][CH2:32][N:24]2[C:25]3[CH:26]=[CH:27][CH:28]=[CH:29][C:30]=3[CH:31]=[C:23]2[CH2:22]1)=[O:20])([CH3:17])([CH3:16])[CH3:15].C(N(CC)CC)C, predict the reaction product. The product is: [C:14]([O:18][C:19]([N:21]1[CH2:33][CH2:32][N:24]2[C:25]3[CH:26]=[CH:27][CH:28]=[CH:29][C:30]=3[C:31]([C:6](=[O:11])[C:7]([F:8])([F:9])[F:10])=[C:23]2[CH2:22]1)=[O:20])([CH3:17])([CH3:15])[CH3:16]. (3) Given the reactants [S:1]1[C:5]2[CH:6]=[CH:7][CH:8]=[CH:9][C:4]=2[C:3]([C:10](N)=[O:11])=[N:2]1.[OH-:13].[Na+].Cl, predict the reaction product. The product is: [S:1]1[C:5]2[CH:6]=[CH:7][CH:8]=[CH:9][C:4]=2[C:3]([C:10]([OH:11])=[O:13])=[N:2]1. (4) Given the reactants [F:1][C:2]1[CH:3]=[C:4]([CH:20]=[CH:21][C:22]=1[F:23])[C:5]([C:12]1[CH:17]=[CH:16][C:15]([F:18])=[C:14]([F:19])[CH:13]=1)([OH:11])[C:6]([O:8][CH2:9][CH3:10])=[O:7].[C@@:24]12(O)[N:31](C)[C@@H:28]([CH2:29][CH2:30]1)[CH2:27][CH:26]=C2.[Na].O, predict the reaction product. The product is: [F:1][C:2]1[CH:3]=[C:4]([CH:20]=[CH:21][C:22]=1[F:23])[C:5]([C:12]1[CH:17]=[CH:16][C:15]([F:18])=[C:14]([F:19])[CH:13]=1)([OH:11])[C:6]([O:8][C@@:9]12[N:31]([CH3:24])[C@@H:28]([CH2:29][CH2:30]1)[CH2:27][CH:26]=[CH:10]2)=[O:7].